From a dataset of Reaction yield outcomes from USPTO patents with 853,638 reactions. Predict the reaction yield, written as a fraction of the theoretical maximum amount of product (1.0 means a 100% yield; for example, 0.34 means a 34% yield). (1) The reactants are [Br:1][C:2]1[C:3]([OH:18])=[C:4]2[C:9](=[CH:10][CH:11]=1)[N:8]([C:12]([CH:14]1[CH2:16][CH2:15]1)=[O:13])[C@@H:7]([CH3:17])[CH2:6][CH2:5]2.[C:19]1(B(O)O)[CH:24]=[CH:23][CH:22]=[CH:21][CH:20]=1.N1C=CC=CC=1. The catalyst is C([O-])(=O)C.[Cu+2].C([O-])(=O)C.ClCCl. The product is [Br:1][C:2]1[C:3]([O:18][C:19]2[CH:24]=[CH:23][CH:22]=[CH:21][CH:20]=2)=[C:4]2[C:9](=[CH:10][CH:11]=1)[N:8]([C:12]([CH:14]1[CH2:16][CH2:15]1)=[O:13])[C@@H:7]([CH3:17])[CH2:6][CH2:5]2. The yield is 0.700. (2) The yield is 0.760. The product is [CH3:2][O:3][CH:4]=[CH:41][C:43]1[CH:57]=[CH:56][C:46]([O:47][C:48]2[CH:55]=[CH:54][C:51]([C:52]#[N:53])=[CH:50][N:49]=2)=[C:45]([CH3:58])[CH:44]=1. The catalyst is C1COCC1. The reactants are [Cl-].[CH3:2][O:3][CH2:4][P+](C1C=CC=CC=1)(C1C=CC=CC=1)C1C=CC=CC=1.C[Si]([N-][Si](C)(C)C)(C)C.[K+].C1(C)C=CC=CC=1.[CH:41]([C:43]1[CH:57]=[CH:56][C:46]([O:47][C:48]2[CH:55]=[CH:54][C:51]([C:52]#[N:53])=[CH:50][N:49]=2)=[C:45]([CH3:58])[CH:44]=1)=O. (3) The reactants are [C:1]([NH:14][C@H:15]([C:18]([OH:20])=[O:19])[CH2:16][SH:17])(=[O:13])[CH2:2][CH2:3][CH2:4][CH2:5][CH2:6][CH2:7][CH2:8][CH2:9][CH2:10][CH2:11][CH3:12].[C:21]([O-:34])(=O)[CH2:22][CH2:23][CH2:24][CH2:25][CH2:26][CH2:27][CH2:28][CH2:29][CH2:30][CH2:31][CH3:32].[S:35](Cl)(Cl)(=[O:37])=O.O.[Na].[SH:42][C@@H:43]1[O:51][C@H:50]([CH2:52][OH:53])[C@@H:48]([OH:49])[C@H:46]([OH:47])[C@H:44]1[OH:45].C1OCCOCCOCCOCCOC1. The catalyst is C(Cl)(Cl)Cl. The product is [C@@H:43]1([N:14]([C:1](=[O:13])[CH2:2][CH2:3][CH2:4][CH2:5][CH2:6][CH2:7][CH2:8][CH2:9][CH2:10][CH2:11][CH3:12])[C@H:15]([C:18]([OH:20])=[O:19])[CH2:16][SH:17])[O:51][C@H:50]([CH2:52][OH:53])[C@@H:48]([OH:49])[C@H:46]([OH:47])[C@H:44]1[OH:45].[C:21]([O-:34])(=[O+:37](=[S:35])[S-:42])[CH2:22][CH2:23][CH2:24][CH2:25][CH2:26][CH2:27][CH2:28][CH2:29][CH2:30][CH2:31][CH3:32]. The yield is 0.0800. (4) The reactants are C1(=O)[N:5]([CH2:6][CH2:7][CH2:8][CH2:9][O:10][C:11]2[CH:16]=[C:15]([Br:17])[CH:14]=[C:13]([Br:18])[CH:12]=2)C(=O)C2=CC=CC=C12.O.NN.Cl. The catalyst is C(O)C. The product is [Br:17][C:15]1[CH:16]=[C:11]([CH:12]=[C:13]([Br:18])[CH:14]=1)[O:10][CH2:9][CH2:8][CH2:7][CH2:6][NH2:5]. The yield is 0.780. (5) The reactants are [Cl:1][C:2]1[CH:7]=[CH:6][C:5]([N:8]([C:12]2[CH:17]=[CH:16][CH:15]=[CH:14][C:13]=2[C:18]([F:21])([F:20])[F:19])[C:9](=[O:11])[NH2:10])=[CH:4][C:3]=1C(O)=O.[NH2:25][C:26]1[CH:27]=[N:28][CH:29]=[CH:30][CH:31]=1.C(Cl)Cl.CS(C)=O.[CH2:39]1[CH2:43][O:42][CH2:41][CH2:40]1. The catalyst is ClCCCl. The product is [Cl:1][C:2]1([C:9](=[O:11])[NH:8][C:5]2[CH:6]=[CH:41][CH:40]=[C:39]([C:43](=[O:42])[NH:25][C:26]3[CH:27]=[N:28][CH:29]=[CH:30][CH:31]=3)[CH:4]=2)[CH:7]=[CH:6][C:5]([N:8]([C:12]2[CH:17]=[CH:16][CH:15]=[CH:14][C:13]=2[C:18]([F:20])([F:21])[F:19])[C:9](=[O:11])[NH2:10])=[CH:4][CH2:3]1. The yield is 0.590. (6) The reactants are [NH2:1][C:2]1[N:3]=[C:4]([CH3:23])[C:5]2[CH:11]=[CH:10][C:9](=[O:12])[N:8]([C@H:13]3[CH2:18][CH2:17][C@@H:16]([O:19][CH2:20][CH2:21][OH:22])[CH2:15][CH2:14]3)[C:6]=2[N:7]=1.[Br:24]N1C(=O)CCC1=O. The catalyst is CN(C)C=O. The product is [NH2:1][C:2]1[N:3]=[C:4]([CH3:23])[C:5]2[CH:11]=[C:10]([Br:24])[C:9](=[O:12])[N:8]([C@H:13]3[CH2:14][CH2:15][C@@H:16]([O:19][CH2:20][CH2:21][OH:22])[CH2:17][CH2:18]3)[C:6]=2[N:7]=1. The yield is 0.750. (7) The reactants are [C:1]([C:3]1[CH:8]=[CH:7][C:6](C2OC(C3N=C4C=CC(C#N)=CN4C=3)=CC=2)=[CH:5][CH:4]=1)#[N:2].Br[C:26]1[CH:27]=[CH:28][C:29]2[N:30]([CH:32]=[C:33]([C:35]3[CH:42]=[CH:41][C:38]([C:39]#[N:40])=[CH:37][CH:36]=3)[N:34]=2)[CH:31]=1. The catalyst is CCO. The product is [C:39]([C:38]1[CH:41]=[CH:42][C:35]([C:33]2[N:34]=[C:29]3[CH:28]=[CH:27][C:26]([C:6]4[CH:7]=[CH:8][C:3]([C:1]#[N:2])=[CH:4][CH:5]=4)=[CH:31][N:30]3[CH:32]=2)=[CH:36][CH:37]=1)#[N:40]. The yield is 0.690. (8) The reactants are [CH:1]1([C:7](=O)[CH2:8][C:9]2[CH:13]=[CH:12][S:11][CH:10]=2)[CH2:6][CH2:5][CH2:4][CH2:3][CH2:2]1.[CH2:15]([O:17][C:18]1[CH:19]=[C:20]([CH:23]=[C:24]([N+:27]([O-:29])=[O:28])[C:25]=1[OH:26])[CH:21]=O)[CH3:16].[NH2:30][C:31]([NH2:33])=[O:32].Cl. The catalyst is C(O)C. The product is [CH:1]1([C:7]2[NH:33][C:31](=[O:32])[NH:30][CH:21]([C:20]3[CH:23]=[C:24]([N+:27]([O-:29])=[O:28])[C:25]([OH:26])=[C:18]([O:17][CH2:15][CH3:16])[CH:19]=3)[C:8]=2[C:9]2[CH:13]=[CH:12][S:11][CH:10]=2)[CH2:6][CH2:5][CH2:4][CH2:3][CH2:2]1. The yield is 0.0900. (9) The reactants are [CH3:1][N:2]1[CH:6]=[C:5]([C:7]2[CH:8]=[C:9]3[C:14](=[CH:15][CH:16]=2)[NH:13][CH2:12][CH2:11][CH2:10]3)[CH:4]=[N:3]1.Br[C:18]1[C:22]2[CH2:23][N:24]([C:27](=[O:29])[CH3:28])[CH2:25][CH2:26][C:21]=2[N:20]([CH3:30])[N:19]=1.COC(C)(C)C.C1(P(C2CCCCC2)C2C=CC=CC=2C2C(OC(C)C)=CC=CC=2OC(C)C)CCCCC1.C(O[Na])(C)(C)C. The catalyst is O1CCOCC1. The product is [CH3:30][N:20]1[C:21]2[CH2:26][CH2:25][N:24]([C:27](=[O:29])[CH3:28])[CH2:23][C:22]=2[C:18]([N:13]2[C:14]3[C:9](=[CH:8][C:7]([C:5]4[CH:4]=[N:3][N:2]([CH3:1])[CH:6]=4)=[CH:16][CH:15]=3)[CH2:10][CH2:11][CH2:12]2)=[N:19]1. The yield is 0.0800. (10) The yield is 0.280. The product is [C:15]([C:17]1[N:21]([CH3:22])[C:20]([C:2]2[CH:7]=[CH:6][C:5]([S:8]([NH:11][CH:12]3[CH2:14][CH2:13]3)(=[O:10])=[O:9])=[CH:4][CH:3]=2)=[CH:19][CH:18]=1)#[N:16]. The catalyst is C1C=CC(/C=C/C(/C=C/C2C=CC=CC=2)=O)=CC=1.C1C=CC(/C=C/C(/C=C/C2C=CC=CC=2)=O)=CC=1.C1C=CC(/C=C/C(/C=C/C2C=CC=CC=2)=O)=CC=1.[Pd].[Pd]. The reactants are Br[C:2]1[CH:7]=[CH:6][C:5]([S:8]([NH:11][CH:12]2[CH2:14][CH2:13]2)(=[O:10])=[O:9])=[CH:4][CH:3]=1.[C:15]([C:17]1[N:21]([CH3:22])[C:20](B(O)O)=[CH:19][CH:18]=1)#[N:16].[F-].[K+].C(P(C(C)(C)C)C(C)(C)C)(C)(C)C.